The task is: Predict the product of the given reaction.. This data is from Forward reaction prediction with 1.9M reactions from USPTO patents (1976-2016). (1) Given the reactants [ClH:1].[NH2:2][C:3]1[N:8]=[C:7]([C:9]2[CH:18]=[C:17]3[C:12]([CH2:13][CH2:14][N:15](C(OC(C)(C)C)=O)[CH2:16]3)=[CH:11][CH:10]=2)[CH:6]=[C:5]([N:26]2[CH2:31][CH2:30][N:29]([CH3:32])[CH2:28][CH2:27]2)[N:4]=1, predict the reaction product. The product is: [CH3:32][N:29]1[CH2:28][CH2:27][N:26]([C:5]2[CH:6]=[C:7]([C:9]3[CH:18]=[C:17]4[C:12]([CH2:13][CH2:14][NH:15][CH2:16]4)=[CH:11][CH:10]=3)[N:8]=[C:3]([NH2:2])[N:4]=2)[CH2:31][CH2:30]1.[ClH:1]. (2) The product is: [CH3:18][N:19]1[CH:23]=[C:22]([C:24]2[CH:25]=[CH:26][C:27]([C:2]3[C:11]4[C:6](=[CH:7][CH:8]=[C:9]([N:12]5[CH2:16][CH2:15][CH2:14][C:13]5=[O:17])[CH:10]=4)[CH:5]=[N:4][CH:3]=3)=[CH:28][CH:29]=2)[CH:21]=[N:20]1. Given the reactants Cl[C:2]1[C:11]2[C:6](=[CH:7][CH:8]=[C:9]([N:12]3[CH2:16][CH2:15][CH2:14][C:13]3=[O:17])[CH:10]=2)[CH:5]=[N:4][CH:3]=1.[CH3:18][N:19]1[CH:23]=[C:22]([C:24]2[CH:29]=[CH:28][C:27](B3OC(C)(C)C(C)(C)O3)=[CH:26][CH:25]=2)[CH:21]=[N:20]1.C(Cl)Cl.C(=O)([O-])[O-].[Na+].[Na+], predict the reaction product. (3) The product is: [C:99]([CH2:98][CH2:5][C:6]1[C:18]([CH2:19][CH2:20][CH2:21][CH2:22][CH2:23][CH2:24][O:25][C:70]2([C:72]([N:74]3[CH2:78][CH2:77][C:76]([F:80])([F:79])[CH2:75]3)=[O:73])[CH:71]=[CH:66][CH:67]=[C:68]([C:81]3[CH:86]=[CH:85][CH:84]=[C:83]([F:87])[CH:82]=3)[CH2:69]2)=[CH:17][CH:16]=[CH:15][C:7]=1[O:8][CH2:9][CH2:10][CH2:11][C:12]([OH:14])=[O:13])([OH:100])=[O:96]. Given the reactants C(C[CH2:5][C:6]1[C:18]([CH2:19][CH2:20][CH2:21][CH2:22][CH2:23][CH2:24][O:25]C2C=C(C3C=CC(F)=C(F)C=3)C=C(C(=O)N(C)C)C=2)=[CH:17][CH:16]=[CH:15][C:7]=1[O:8][CH2:9][CH2:10][CH2:11][C:12]([OH:14])=[O:13])(O)=O.C(OC(=O)CCCOC1C=CC=C(CCCCCCO[C:66]2[CH:67]=[C:68]([C:81]3[CH:86]=[CH:85][CH:84]=[C:83]([F:87])[CH:82]=3)[CH:69]=[C:70]([C:72]([N:74]3[CH2:78][CH2:77][C:76]([F:80])([F:79])[CH2:75]3)=[O:73])[CH:71]=2)C=1CCC(OCC)=O)C.[OH-:96].[Na+].[CH3:98][CH2:99][OH:100], predict the reaction product.